Dataset: Full USPTO retrosynthesis dataset with 1.9M reactions from patents (1976-2016). Task: Predict the reactants needed to synthesize the given product. (1) Given the product [CH3:15][S:16][C:9]1[N:10]=[C:11]([S:20][CH3:22])[N:12]=[C:7]([NH:6][CH:1]2[CH2:5][CH2:4][CH2:3][CH2:2]2)[N:8]=1, predict the reactants needed to synthesize it. The reactants are: [CH:1]1([NH:6][C:7]2[N:12]=[C:11](Cl)[N:10]=[C:9](Cl)[N:8]=2)[CH2:5][CH2:4][CH2:3][CH2:2]1.[CH3:15][S-:16].[Na+].O.C[S:20]([CH3:22])=O. (2) Given the product [F:1][C:2]1[CH:11]=[C:10]2[C:5]([C:6]([CH2:13][CH2:14][N:15]3[CH2:20][CH2:19][N:18]([C:21]4[C:26]5[CH:27]=[CH:28][S:29][C:25]=5[CH:24]=[CH:23][N:22]=4)[CH2:17][CH2:16]3)=[CH:7][C:8](=[O:12])[N:9]2[CH2:31][C:32]([NH2:34])=[O:33])=[CH:4][CH:3]=1, predict the reactants needed to synthesize it. The reactants are: [F:1][C:2]1[CH:11]=[C:10]2[C:5]([C:6]([CH2:13][CH2:14][N:15]3[CH2:20][CH2:19][N:18]([C:21]4[C:26]5[CH:27]=[CH:28][S:29][C:25]=5[CH:24]=[CH:23][N:22]=4)[CH2:17][CH2:16]3)=[CH:7][C:8](=[O:12])[NH:9]2)=[CH:4][CH:3]=1.Cl[CH2:31][C:32]([NH2:34])=[O:33].C(=O)([O-])[O-].[K+].[K+].CN(C=O)C. (3) Given the product [OH:15][CH2:16][C:17]1([CH2:19][OH:20])[NH:12][C:10]2[C:11]3[C:6]([CH:7]=[CH:8][CH:9]=2)=[CH:5][CH:4]=[CH:3][C:2]=3[NH:1]1, predict the reactants needed to synthesize it. The reactants are: [NH2:1][C:2]1[C:11]2[C:6](=[CH:7][CH:8]=[CH:9][C:10]=2[NH2:12])[CH:5]=[CH:4][CH:3]=1.[CH2:16]1[O:15][C:17](O)([CH2:19][OH:20])[CH2:16][O:15][C:17]1(O)[CH2:19][OH:20].C(O)C.[OH-].[NH4+]. (4) Given the product [NH2:22][C:23]1[N:16]=[N:15][C:14]([C:7]2[C:8]3[C:9](=[N:10][CH:11]=[CH:12][CH:13]=3)[N:5]([CH2:4][C:3]3[CH:18]=[CH:19][CH:20]=[CH:21][C:2]=3[F:1])[N:6]=2)=[N:17][C:24]=1[OH:25], predict the reactants needed to synthesize it. The reactants are: [F:1][C:2]1[CH:21]=[CH:20][CH:19]=[CH:18][C:3]=1[CH2:4][N:5]1[C:9]2=[N:10][CH:11]=[CH:12][CH:13]=[C:8]2[C:7]([C:14](=[NH:17])[NH:15][NH2:16])=[N:6]1.[NH2:22][C:23](=S)[C:24](OCC)=[O:25].C(N(CC)CC)C. (5) Given the product [CH:14]1([C:2]2[CH:3]=[N:4][CH:5]=[CH:6][C:7]=2[O:8][CH2:9][C:10]([F:13])([F:12])[F:11])[CH2:16][CH2:15]1, predict the reactants needed to synthesize it. The reactants are: Br[C:2]1[CH:3]=[N:4][CH:5]=[CH:6][C:7]=1[O:8][CH2:9][C:10]([F:13])([F:12])[F:11].[CH:14]1([B-](F)(F)F)[CH2:16][CH2:15]1.[K+].C(P(C12CC3CC(CC(C3)C1)C2)C12CC3CC(CC(C3)C1)C2)CCC.C([O-])([O-])=O.[Cs+].[Cs+]. (6) Given the product [CH3:9][S:8][C:6]1[N:5]=[C:4]([NH:10][C:11]2[NH:12][N:13]=[C:14]([CH3:16])[CH:15]=2)[CH:3]=[C:2]([N:17]2[CH2:22][CH2:21][O:20][CH2:19][CH2:18]2)[N:7]=1, predict the reactants needed to synthesize it. The reactants are: Cl[C:2]1[N:7]=[C:6]([S:8][CH3:9])[N:5]=[C:4]([NH:10][C:11]2[NH:12][N:13]=[C:14]([CH3:16])[CH:15]=2)[CH:3]=1.[NH:17]1[CH2:22][CH2:21][O:20][CH2:19][CH2:18]1.